Dataset: Forward reaction prediction with 1.9M reactions from USPTO patents (1976-2016). Task: Predict the product of the given reaction. Given the reactants BrCC.[Mg].Br[C:6]1[CH:11]=[CH:10][CH:9]=[CH:8][C:7]=1[CH2:12][O:13][C:14]1[CH:19]=[C:18]([CH3:20])[CH:17]=[CH:16][C:15]=1[CH3:21].[CH3:22][C:23]1[CH:27]=[C:26]([C:28](Cl)=[O:29])[O:25][N:24]=1.[Cl-].[NH4+], predict the reaction product. The product is: [CH3:22][C:23]1[CH:27]=[C:26]([C:28]([C:6]2[CH:11]=[CH:10][CH:9]=[CH:8][C:7]=2[CH2:12][O:13][C:14]2[CH:19]=[C:18]([CH3:20])[CH:17]=[CH:16][C:15]=2[CH3:21])=[O:29])[O:25][N:24]=1.